Dataset: Reaction yield outcomes from USPTO patents with 853,638 reactions. Task: Predict the reaction yield, written as a fraction of the theoretical maximum amount of product (1.0 means a 100% yield; for example, 0.34 means a 34% yield). (1) The reactants are [O-]Cl.[Na+].C([O-])(O)=O.[Na+].[CH3:9][C@@H:10]([C@@H:13]([O:15][CH:16]1[CH2:21][CH2:20][CH2:19][CH2:18][O:17]1)[CH3:14])[CH2:11][OH:12].CC1(C)N([O])C(C)(C)CCC1.[Br-].[Na+]. The catalyst is O.CCOC(C)=O.C1(C)C=CC=CC=1. The product is [CH3:9][C@@H:10]([C@@H:13]([O:15][CH:16]1[CH2:21][CH2:20][CH2:19][CH2:18][O:17]1)[CH3:14])[CH:11]=[O:12]. The yield is 0.920. (2) The reactants are [CH:1](=[C:8]1[NH:12][C:11](=[O:13])[C:10]([N:14]=[O:15])=[C:9]1OC)[C:2]1[CH:7]=[CH:6][CH:5]=[CH:4][CH:3]=1.[CH3:18][NH2:19]. The catalyst is CO. The product is [CH:1](=[C:8]1[NH:12][C:11](=[O:13])[C:10]([N:14]=[O:15])=[C:9]1[NH:19][CH3:18])[C:2]1[CH:7]=[CH:6][CH:5]=[CH:4][CH:3]=1. The yield is 0.500. (3) The yield is 0.490. The catalyst is CN(C=O)C.O. The reactants are [F:1][CH:2]([CH2:12][CH2:13][C:14]1[S:15][C:16]([C:19](=[O:32])[NH:20][CH2:21][C:22]2[CH:27]=[C:26]([C:28]([F:31])([F:30])[F:29])[CH:25]=[CH:24][N:23]=2)=[N:17][N:18]=1)[CH2:3][N:4]1[CH:8]=[C:7]([C:9](O)=[O:10])[N:6]=[N:5]1.Cl.CN.[CH3:36][N:37](C(ON1N=NC2C=CC=NC1=2)=[N+](C)C)C.F[P-](F)(F)(F)(F)F.CCN(C(C)C)C(C)C. The product is [F:1][CH:2]([CH2:3][N:4]1[CH:8]=[C:7]([C:9](=[O:10])[NH:37][CH3:36])[N:6]=[N:5]1)[CH2:12][CH2:13][C:14]1[S:15][C:16]([C:19]([NH:20][CH2:21][C:22]2[CH:27]=[C:26]([C:28]([F:29])([F:30])[F:31])[CH:25]=[CH:24][N:23]=2)=[O:32])=[N:17][N:18]=1. (4) The reactants are Cl.[Sn](Cl)Cl.[N+:5]([C:8]1[CH:13]=[C:12]([C:14]([F:17])([F:16])[F:15])[CH:11]=[CH:10][C:9]=1[N:18]1[CH2:23][CH2:22][CH2:21][CH2:20][CH2:19]1)([O-])=O.C(=O)(O)[O-].[Na+]. The catalyst is CO. The product is [N:18]1([C:9]2[CH:10]=[CH:11][C:12]([C:14]([F:15])([F:16])[F:17])=[CH:13][C:8]=2[NH2:5])[CH2:19][CH2:20][CH2:21][CH2:22][CH2:23]1. The yield is 0.904. (5) The reactants are Cl[C:2]1[N:7]=[C:6]([C:8]2[S:12][CH:11]=[N:10][C:9]=2[C:13]2[CH:14]=[C:15]([NH:19][S:20]([C:23]3[C:28]([F:29])=[CH:27][CH:26]=[CH:25][C:24]=3[F:30])(=[O:22])=[O:21])[CH:16]=[CH:17][CH:18]=2)[CH:5]=[CH:4][N:3]=1.[NH4+:31].[OH-]. No catalyst specified. The product is [NH2:31][C:2]1[N:7]=[C:6]([C:8]2[S:12][CH:11]=[N:10][C:9]=2[C:13]2[CH:14]=[C:15]([NH:19][S:20]([C:23]3[C:28]([F:29])=[CH:27][CH:26]=[CH:25][C:24]=3[F:30])(=[O:22])=[O:21])[CH:16]=[CH:17][CH:18]=2)[CH:5]=[CH:4][N:3]=1. The yield is 0.647.